This data is from Reaction yield outcomes from USPTO patents with 853,638 reactions. The task is: Predict the reaction yield, written as a fraction of the theoretical maximum amount of product (1.0 means a 100% yield; for example, 0.34 means a 34% yield). (1) The reactants are [F:1][C:2]([F:12])([F:11])[O:3][C:4]1[CH:5]=[C:6]([CH:8]=[CH:9][CH:10]=1)[NH2:7].[F:13][C:14]([F:19])([F:18])[CH:15]1[O:17][CH2:16]1. No catalyst specified. The product is [F:1][C:2]([F:11])([F:12])[O:3][C:4]1[CH:5]=[C:6]([NH:7][CH2:16][CH:15]([OH:17])[C:14]([F:19])([F:18])[F:13])[CH:8]=[CH:9][CH:10]=1. The yield is 0.880. (2) The reactants are [C-:1]#[N:2].[K+].Br[CH2:5][C:6]1[CH:11]=[CH:10][C:9]([F:12])=[C:8]([O:13][CH2:14][C:15]([F:18])([F:17])[F:16])[CH:7]=1.O. The catalyst is CS(C)=O. The product is [F:12][C:9]1[CH:10]=[CH:11][C:6]([CH2:5][C:1]#[N:2])=[CH:7][C:8]=1[O:13][CH2:14][C:15]([F:18])([F:17])[F:16]. The yield is 0.520. (3) The reactants are [C:1]([C:3]1[C:4](C)([OH:10])[NH:5][CH:6]=[CH:7][C:8]=1[CH3:9])#[N:2].[CH3:12]O. The catalyst is [Ni].N. The product is [NH2:2][CH2:1][C:3]1[C:4](=[O:10])[NH:5][C:6]([CH3:12])=[CH:7][C:8]=1[CH3:9]. The yield is 1.00. (4) The reactants are FC(F)(F)C(O)=O.[F:8][C:9]([F:32])([F:31])[O:10][C:11]1[CH:16]=[CH:15][C:14]([C:17]2[O:21][N:20]=[C:19]([CH:22]3[CH2:25][C:24]4([CH2:30][CH2:29][NH:28][CH2:27][CH2:26]4)[CH2:23]3)[N:18]=2)=[CH:13][CH:12]=1.Cl[C:34]([O:36][C:37]1[CH:42]=[CH:41][C:40]([N+:43]([O-:45])=[O:44])=[CH:39][CH:38]=1)=[O:35].FC(F)(F)C1C=CC(C2ON=C(C3CC4(CCN(C([O-])=O)CC4)C3)N=2)=CC=1. No catalyst specified. The product is [F:32][C:9]([F:8])([F:31])[O:10][C:11]1[CH:16]=[CH:15][C:14]([C:17]2[O:21][N:20]=[C:19]([CH:22]3[CH2:25][C:24]4([CH2:26][CH2:27][N:28]([C:34]([O:36][C:37]5[CH:38]=[CH:39][C:40]([N+:43]([O-:45])=[O:44])=[CH:41][CH:42]=5)=[O:35])[CH2:29][CH2:30]4)[CH2:23]3)[N:18]=2)=[CH:13][CH:12]=1. The yield is 0.660.